This data is from Forward reaction prediction with 1.9M reactions from USPTO patents (1976-2016). The task is: Predict the product of the given reaction. (1) Given the reactants [S:1]1[CH:5]=[CH:4][CH:3]=[CH:2]1.[C:6](O)(=[O:11])/[C:7](=[CH:9]/[CH3:10])/[CH3:8], predict the reaction product. The product is: [CH3:10][CH:9]1[C:3]2[CH:4]=[CH:5][S:1][C:2]=2[C:6](=[O:11])[CH:7]1[CH3:8]. (2) Given the reactants [CH3:1][C:2]1[CH:7]=[CH:6][CH:5]=[C:4]([CH3:8])[C:3]=1[N:9]1[C:13](=[O:14])[CH2:12][C@:11]([CH:18]([CH3:20])[CH3:19])([C:15](O)=[O:16])[CH2:10]1.CS(Cl)(=O)=O.C(N(C(C)C)CC)(C)C.[CH:35]([O:38][C:39]1[CH:40]=[C:41]([NH2:49])[CH:42]=[C:43]([C:45]([F:48])([F:47])[F:46])[CH:44]=1)([CH3:37])[CH3:36], predict the reaction product. The product is: [CH3:1][C:2]1[CH:7]=[CH:6][CH:5]=[C:4]([CH3:8])[C:3]=1[N:9]1[C:13](=[O:14])[CH2:12][C@:11]([CH:18]([CH3:19])[CH3:20])([C:15]([NH:49][C:41]2[CH:42]=[C:43]([C:45]([F:47])([F:48])[F:46])[CH:44]=[C:39]([O:38][CH:35]([CH3:37])[CH3:36])[CH:40]=2)=[O:16])[CH2:10]1.